From a dataset of Peptide-MHC class I binding affinity with 185,985 pairs from IEDB/IMGT. Regression. Given a peptide amino acid sequence and an MHC pseudo amino acid sequence, predict their binding affinity value. This is MHC class I binding data. The peptide sequence is VENPDILRV. The MHC is HLA-B44:02 with pseudo-sequence HLA-B44:02. The binding affinity (normalized) is 0.210.